From a dataset of Full USPTO retrosynthesis dataset with 1.9M reactions from patents (1976-2016). Predict the reactants needed to synthesize the given product. (1) The reactants are: [C:1]([O:5][C:6]([N:8]1[CH2:13][CH2:12][CH:11]([C:14]2[C:18]3[CH:19]=[CH:20][C:21]([F:24])=[C:22]([OH:23])[C:17]=3[O:16][N:15]=2)[CH2:10][CH2:9]1)=[O:7])([CH3:4])([CH3:3])[CH3:2].[CH3:25]C(C)([O-])C.[K+].IC. Given the product [C:1]([O:5][C:6]([N:8]1[CH2:9][CH2:10][CH:11]([C:14]2[C:18]3[CH:19]=[CH:20][C:21]([F:24])=[C:22]([O:23][CH3:25])[C:17]=3[O:16][N:15]=2)[CH2:12][CH2:13]1)=[O:7])([CH3:4])([CH3:2])[CH3:3], predict the reactants needed to synthesize it. (2) Given the product [Br:1][C:2]1[CH:7]=[CH:6][C:5]([C:8]2[C:12]3[CH:13]=[CH:14][C:15]([O:17][CH2:18][CH:19]([N:23]([CH3:24])[CH3:22])[CH3:20])=[CH:16][C:11]=3[S:10][N:9]=2)=[CH:4][CH:3]=1, predict the reactants needed to synthesize it. The reactants are: [Br:1][C:2]1[CH:7]=[CH:6][C:5]([C:8]2[C:12]3[CH:13]=[CH:14][C:15]([O:17][CH2:18][C:19](=O)[CH3:20])=[CH:16][C:11]=3[S:10][N:9]=2)=[CH:4][CH:3]=1.[CH3:22][NH:23][CH3:24].[BH3-]C#N.[Na+].C([O-])(O)=O.[Na+].